From a dataset of Full USPTO retrosynthesis dataset with 1.9M reactions from patents (1976-2016). Predict the reactants needed to synthesize the given product. (1) Given the product [Cl:1][C:2]1[CH:3]=[C:4]([N+:9]([O-:11])=[O:10])[C:5](=[O:8])[N:6]([CH3:14])[CH:7]=1, predict the reactants needed to synthesize it. The reactants are: [Cl:1][C:2]1[CH:3]=[C:4]([N+:9]([O-:11])=[O:10])[C:5]([OH:8])=[N:6][CH:7]=1.[H-].[Na+].[CH3:14]I. (2) Given the product [Cl:21][CH2:20][CH2:19][CH2:18][O:1][C:2]1[CH:10]=[CH:9][CH:8]=[C:7]2[C:3]=1[CH:4]=[CH:5][NH:6]2, predict the reactants needed to synthesize it. The reactants are: [OH:1][C:2]1[CH:10]=[CH:9][CH:8]=[C:7]2[C:3]=1[CH:4]=[CH:5][NH:6]2.[OH-].[K+].CS(C)=O.Br[CH2:18][CH2:19][CH2:20][Cl:21].